This data is from HIV replication inhibition screening data with 41,000+ compounds from the AIDS Antiviral Screen. The task is: Binary Classification. Given a drug SMILES string, predict its activity (active/inactive) in a high-throughput screening assay against a specified biological target. (1) The compound is Nc1ncnc2c1ncn2C1OC(COC2C(O)C(OC3OC(CO)C(O)C(O)C3N)C(O)C(OS(=O)(=O)O)C2OC(=O)C(N)CO)C(O)C1O. The result is 0 (inactive). (2) The drug is COc1c(O)c2c3c(cc(C)cc3c1C(C)C)OC2. The result is 0 (inactive). (3) The molecule is N#CNC(=N)NC(=O)C=CC=Cc1ccc(Cl)cc1. The result is 0 (inactive). (4) The molecule is O=[N+]([O-])c1cc(C=NNS(=O)(=O)c2ccc(Cl)cc2)c(O)c([N+](=O)[O-])c1. The result is 0 (inactive). (5) The molecule is Cl.N=C(C=Cc1ccc(-c2cn3cc(C=CC(=N)N4CCOCC4)ccc3n2)cc1)N1CCOCC1. The result is 0 (inactive). (6) The drug is CCN(CC)CCC(=O)c1ccc(Oc2ccccc2)cc1.Cl. The result is 0 (inactive).